This data is from Full USPTO retrosynthesis dataset with 1.9M reactions from patents (1976-2016). The task is: Predict the reactants needed to synthesize the given product. (1) Given the product [CH2:1]([O:3][C:4](=[O:38])[CH2:5][CH2:6][CH2:7][O:8][C:9]1[CH:14]=[CH:13][CH:12]=[C:11]([CH2:15][CH2:16][CH2:17][CH2:18][CH2:19][CH2:20][O:21][C:22]2[CH:27]=[C:26]([CH2:28][O:29][CH3:42])[CH:25]=[C:24]([Br:30])[CH:23]=2)[C:10]=1[CH2:31][CH2:32][C:33]([O:35][CH2:36][CH3:37])=[O:34])[CH3:2], predict the reactants needed to synthesize it. The reactants are: [CH2:1]([O:3][C:4](=[O:38])[CH2:5][CH2:6][CH2:7][O:8][C:9]1[CH:14]=[CH:13][CH:12]=[C:11]([CH2:15][CH2:16][CH2:17][CH2:18][CH2:19][CH2:20][O:21][C:22]2[CH:27]=[C:26]([CH2:28][OH:29])[CH:25]=[C:24]([Br:30])[CH:23]=2)[C:10]=1[CH2:31][CH2:32][C:33]([O:35][CH2:36][CH3:37])=[O:34])[CH3:2].[H-].[Na+].I[CH3:42]. (2) Given the product [Si:1]([C:8]1[O:9][C:10]2[CH:25]=[C:24]([O:26][CH3:27])[CH:23]=[CH:22][C:11]=2[C:12]=1[CH:13]=[O:14])([C:4]([CH3:7])([CH3:6])[CH3:5])([CH3:2])[CH3:3], predict the reactants needed to synthesize it. The reactants are: [Si:1]([CH:8]1[C:12](=[CH:13][O:14][Si](C(C)(C)C)(C)C)[C:11]2[CH:22]=[CH:23][C:24]([O:26][CH3:27])=[CH:25][C:10]=2[O:9]1)([C:4]([CH3:7])([CH3:6])[CH3:5])([CH3:3])[CH3:2].Cl. (3) Given the product [Br:1][C:2]1[CH:3]=[CH:4][C:5]([CH3:9])=[C:6]([CH:8]=1)[NH:7][CH2:11][CH:12]([CH3:14])[CH3:13], predict the reactants needed to synthesize it. The reactants are: [Br:1][C:2]1[CH:3]=[CH:4][C:5]([CH3:9])=[C:6]([CH:8]=1)[NH2:7].Br[CH2:11][CH:12]([CH3:14])[CH3:13].[I-].[Na+].C(=O)([O-])[O-].[K+].[K+].